From a dataset of CYP3A4 inhibition data for predicting drug metabolism from PubChem BioAssay. Regression/Classification. Given a drug SMILES string, predict its absorption, distribution, metabolism, or excretion properties. Task type varies by dataset: regression for continuous measurements (e.g., permeability, clearance, half-life) or binary classification for categorical outcomes (e.g., BBB penetration, CYP inhibition). Dataset: cyp3a4_veith. The molecule is CCCCCCCCCCCCC/C=C\[C@@H](O)[C@@H](N)CO. The result is 0 (non-inhibitor).